This data is from Forward reaction prediction with 1.9M reactions from USPTO patents (1976-2016). The task is: Predict the product of the given reaction. (1) Given the reactants Cl[C:2]1[N:7]([CH3:8])[C:6](=[O:9])[N:5]([CH3:10])[C:4](=[O:11])[C:3]=1[CH:12]=[O:13].[CH2:14]([SH:16])[CH3:15], predict the reaction product. The product is: [CH2:14]([S:16][C:2]1[N:7]([CH3:8])[C:6](=[O:9])[N:5]([CH3:10])[C:4](=[O:11])[C:3]=1[CH:12]=[O:13])[CH3:15]. (2) Given the reactants [CH3:1][C:2]([N:12]1[CH2:16][CH2:15][CH2:14][CH2:13]1)([CH3:11])[CH:3]([NH2:10])[C:4]1[CH:9]=[CH:8][CH:7]=[CH:6][CH:5]=1.[Cl:17][C:18]1[CH:26]=[C:25]([S:27][CH3:28])[C:21]([C:22](O)=[O:23])=[C:20]([CH3:29])[CH:19]=1.O.ON1C2C=CC=CC=2N=N1.C(Cl)CCl, predict the reaction product. The product is: [Cl:17][C:18]1[CH:26]=[C:25]([S:27][CH3:28])[C:21]([C:22]([NH:10][CH:3]([C:4]2[CH:9]=[CH:8][CH:7]=[CH:6][CH:5]=2)[C:2]([CH3:1])([N:12]2[CH2:13][CH2:14][CH2:15][CH2:16]2)[CH3:11])=[O:23])=[C:20]([CH3:29])[CH:19]=1.